Task: Predict which catalyst facilitates the given reaction.. Dataset: Catalyst prediction with 721,799 reactions and 888 catalyst types from USPTO (1) Reactant: [OH-].[Na+].[Br:3][C:4]1[CH:9]=[CH:8][C:7]([CH:10]2[CH2:19][C:18](=[O:20])[C:17]3[C:12](=[CH:13][CH:14]=[CH:15][CH:16]=3)[NH:11]2)=[CH:6][CH:5]=1.[N:21]1[CH:26]=[CH:25][C:24]([CH:27]=O)=[CH:23][CH:22]=1. Product: [Br:3][C:4]1[CH:9]=[CH:8][C:7]([C:10]2[NH:11][C:12]3[C:17]([C:18](=[O:20])[C:19]=2[CH2:27][C:24]2[CH:25]=[CH:26][N:21]=[CH:22][CH:23]=2)=[CH:16][CH:15]=[CH:14][CH:13]=3)=[CH:6][CH:5]=1. The catalyst class is: 8. (2) Reactant: C(N(CC)CC)C.[CH3:8][C:9]1[CH:14]=[C:13]([CH3:15])[CH:12]=[CH:11][C:10]=1[N:16]([CH2:29][CH:30]([CH3:32])[CH3:31])[S:17]([C:20]1[CH:25]=[CH:24][C:23]([CH:26]2[CH2:28][O:27]2)=[CH:22][CH:21]=1)(=[O:19])=[O:18].[N:33]1[CH:38]=[CH:37][CH:36]=[C:35]([CH2:39][NH2:40])[CH:34]=1. Product: [N:33]1[CH:38]=[CH:37][CH:36]=[C:35]([CH2:39][NH2:40])[CH:34]=1.[CH3:8][C:9]1[CH:14]=[C:13]([CH3:15])[CH:12]=[CH:11][C:10]=1[N:16]([CH2:29][CH:30]([CH3:32])[CH3:31])[S:17]([C:20]1[CH:25]=[CH:24][C:23]([CH:26]([OH:27])[CH2:28][NH:40][CH2:39][C:35]2[CH:34]=[N:33][CH:38]=[CH:37][CH:36]=2)=[CH:22][CH:21]=1)(=[O:18])=[O:19]. The catalyst class is: 8. (3) Reactant: [Cl-].[Li+].COP([CH2:9][CH2:10][CH:11]=[O:12])(=O)OC.[CH:13](N(C(C)C)CC)(C)C.[CH3:22][C:23]1([C:28]2(C=O)[CH2:30][CH2:29]2)[O:27][CH2:26][CH2:25][O:24]1.[Cl-].[Na+]. Product: [CH3:22][C:23]1([C:28]2(/[CH:9]=[CH:10]/[C:11](=[O:12])[CH3:13])[CH2:30][CH2:29]2)[O:27][CH2:26][CH2:25][O:24]1. The catalyst class is: 10. (4) Reactant: Cl.Cl.[I:3][C:4]1[C:12]2[C:7](=[N:8][CH:9]=[N:10][C:11]=2[NH2:13])[N:6]([CH:14]2[CH2:19][CH2:18][NH:17][CH2:16][CH2:15]2)[N:5]=1.[C:20](O[BH-](OC(=O)C)OC(=O)C)(=O)C.[Na+].C=O.[OH-].[Na+]. Product: [I:3][C:4]1[C:12]2[C:7](=[N:8][CH:9]=[N:10][C:11]=2[NH2:13])[N:6]([CH:14]2[CH2:19][CH2:18][N:17]([CH3:20])[CH2:16][CH2:15]2)[N:5]=1. The catalyst class is: 68.